This data is from Full USPTO retrosynthesis dataset with 1.9M reactions from patents (1976-2016). The task is: Predict the reactants needed to synthesize the given product. (1) Given the product [F:7][CH:6]([F:8])[C@:3]1([C:9]2[CH:14]=[CH:13][CH:12]=[CH:11][C:10]=2[F:16])[NH:2][C:25](=[O:26])[CH2:24][O:5][CH2:4]1, predict the reactants needed to synthesize it. The reactants are: Cl.[NH2:2][C@@:3]([C:9]1[CH:14]=[C:13](Br)[CH:12]=[CH:11][C:10]=1[F:16])([CH:6]([F:8])[F:7])[CH2:4][OH:5].C([O-])([O-])=O.[K+].[K+].Cl[CH2:24][C:25](Cl)=[O:26]. (2) Given the product [F:1][C:2]1[CH:3]=[CH:4][C:5]([C:8]2[C:16]3[C:11](=[CH:12][C:13]([C:17]([O:19][CH3:20])=[O:18])=[CH:14][CH:15]=3)[NH:10][CH:9]=2)=[CH:6][CH:7]=1, predict the reactants needed to synthesize it. The reactants are: [F:1][C:2]1[CH:7]=[CH:6][C:5]([C:8]2[C:16]3[C:11](=[CH:12][C:13]([C:17]([O:19][CH3:20])=[O:18])=[CH:14][CH:15]=3)[N:10](C(OC(C)(C)C)=O)[CH:9]=2)=[CH:4][CH:3]=1.FC(F)(F)C(O)=O. (3) The reactants are: Br[C:2]1[CH:3]=[C:4]2[C:10]([F:11])=[CH:9][NH:8][C:5]2=[N:6][CH:7]=1.[CH3:12][C:13]1([CH3:29])[C:17]([CH3:19])([CH3:18])[O:16][B:15]([B:15]2[O:16][C:17]([CH3:19])([CH3:18])[C:13]([CH3:29])([CH3:12])[O:14]2)[O:14]1.C([O-])(=O)C.[K+]. Given the product [F:11][C:10]1[C:4]2[C:5](=[N:6][CH:7]=[C:2]([B:15]3[O:16][C:17]([CH3:19])([CH3:18])[C:13]([CH3:29])([CH3:12])[O:14]3)[CH:3]=2)[NH:8][CH:9]=1, predict the reactants needed to synthesize it. (4) Given the product [NH2:1][C:4]1[CH:5]=[C:6]2[C:11](=[O:12])[N:10]([C:13]3[CH:14]=[CH:15][C:16]([C:19]([OH:21])=[O:20])=[CH:17][CH:18]=3)[C:8](=[O:9])[C:7]2=[CH:22][CH:23]=1, predict the reactants needed to synthesize it. The reactants are: [N+:1]([C:4]1[CH:5]=[C:6]2[C:11](=[O:12])[N:10]([C:13]3[CH:18]=[CH:17][C:16]([C:19]([OH:21])=[O:20])=[CH:15][CH:14]=3)[C:8](=[O:9])[C:7]2=[CH:22][CH:23]=1)([O-])=O.CC(O)=O. (5) Given the product [C:4]([O:8][C:9]([N:11]([CH3:46])[C@@H:12]([CH3:45])[C:13]([NH:15][C@H:16]1[CH2:22][O:21][C:20]2[CH:23]=[CH:24][CH:25]=[CH:26][C:19]=2[N:18]([CH2:27][C:28]2[C:37]([O:38][CH3:39])=[CH:36][CH:35]=[C:34]3[C:29]=2[CH:30]=[CH:31][C:32]([C:40]([OH:42])=[O:41])=[CH:33]3)[C:17]1=[O:44])=[O:14])=[O:10])([CH3:6])([CH3:7])[CH3:5], predict the reactants needed to synthesize it. The reactants are: O[Li].O.[C:4]([O:8][C:9]([N:11]([CH3:46])[C@@H:12]([CH3:45])[C:13]([NH:15][C@H:16]1[CH2:22][O:21][C:20]2[CH:23]=[CH:24][CH:25]=[CH:26][C:19]=2[N:18]([CH2:27][C:28]2[C:37]([O:38][CH3:39])=[CH:36][CH:35]=[C:34]3[C:29]=2[CH:30]=[CH:31][C:32]([C:40]([O:42]C)=[O:41])=[CH:33]3)[C:17]1=[O:44])=[O:14])=[O:10])([CH3:7])([CH3:6])[CH3:5].OS([O-])(=O)=O.[K+]. (6) Given the product [CH3:22][O:21][C:17]1[CH:16]=[C:15]([N:6]2[C:7](=[O:14])[C:8]3[S:13][CH:12]=[CH:11][C:9]=3[N:10]=[C:5]2[CH:2]([NH:1][C:24]2[N:32]=[CH:31][N:30]=[C:29]3[C:25]=2[N:26]=[CH:27][N:28]3[CH:33]2[CH2:38][CH2:37][CH2:36][CH2:35][O:34]2)[CH2:3][CH3:4])[CH:20]=[CH:19][CH:18]=1, predict the reactants needed to synthesize it. The reactants are: [NH2:1][CH:2]([C:5]1[N:6]([C:15]2[CH:20]=[CH:19][CH:18]=[C:17]([O:21][CH3:22])[CH:16]=2)[C:7](=[O:14])[C:8]2[S:13][CH:12]=[CH:11][C:9]=2[N:10]=1)[CH2:3][CH3:4].Cl[C:24]1[N:32]=[CH:31][N:30]=[C:29]2[C:25]=1[N:26]=[CH:27][N:28]2[CH:33]1[CH2:38][CH2:37][CH2:36][CH2:35][O:34]1.